This data is from Full USPTO retrosynthesis dataset with 1.9M reactions from patents (1976-2016). The task is: Predict the reactants needed to synthesize the given product. (1) Given the product [N:1]1([C:10]2[S:14][C:13]([C:15]([NH2:28])=[O:17])=[C:12]([O:19][CH2:20][C:21]3[CH:26]=[CH:25][C:24]([Cl:27])=[CH:23][CH:22]=3)[CH:11]=2)[C:5]2[CH:6]=[CH:7][CH:8]=[CH:9][C:4]=2[N:3]=[CH:2]1, predict the reactants needed to synthesize it. The reactants are: [N:1]1([C:10]2[S:14][C:13]([C:15]([O:17]C)=O)=[C:12]([O:19][CH2:20][C:21]3[CH:26]=[CH:25][C:24]([Cl:27])=[CH:23][CH:22]=3)[CH:11]=2)[C:5]2[CH:6]=[CH:7][CH:8]=[CH:9][C:4]=2[N:3]=[CH:2]1.[NH3:28]. (2) Given the product [OH:78][B:73]1[C:72]2[CH:79]=[C:68]([CH2:67][CH2:66][NH:65][C:24]([C:21]3[C:20]4[N:16]([CH:17]=[CH:18][CH:19]=4)[C:15]([C:12]4[CH2:11][C:10]([C:4]5[CH:5]=[C:6]([Cl:9])[C:7]([Cl:8])=[C:2]([Cl:1])[CH:3]=5)([C:27]([F:30])([F:28])[F:29])[O:14][N:13]=4)=[CH:23][CH:22]=3)=[O:25])[CH:69]=[CH:70][C:71]=2[C:75]([CH3:77])([CH3:76])[O:74]1, predict the reactants needed to synthesize it. The reactants are: [Cl:1][C:2]1[CH:3]=[C:4]([C:10]2([C:27]([F:30])([F:29])[F:28])[O:14][N:13]=[C:12]([C:15]3[N:16]4[C:20]([C:21]([C:24](O)=[O:25])=[CH:22][CH:23]=3)=[CH:19][CH:18]=[CH:17]4)[CH2:11]2)[CH:5]=[C:6]([Cl:9])[C:7]=1[Cl:8].CN(C(ON1N=NC2C=CC=NC1=2)=[N+](C)C)C.F[P-](F)(F)(F)(F)F.CCN(C(C)C)C(C)C.Cl.[NH2:65][CH2:66][CH2:67][C:68]1[CH:69]=[CH:70][C:71]2[C:75]([CH3:77])([CH3:76])[O:74][B:73]([OH:78])[C:72]=2[CH:79]=1. (3) Given the product [CH:2]1([CH2:5][O:6][C:7]2[CH:12]=[C:11]([O:13][CH3:14])[CH:10]=[CH:9][C:8]=2[C:15]2[CH:20]=[CH:19][N:18]=[C:17]3[C:21]([C:25]([NH:27][CH:28]4[CH2:29][CH2:30][N:31]([C:38](=[O:37])[CH2:39][OH:40])[CH2:32][CH2:33]4)=[O:26])=[C:22]([CH3:24])[NH:23][C:16]=23)[CH2:4][CH2:3]1, predict the reactants needed to synthesize it. The reactants are: Cl.[CH:2]1([CH2:5][O:6][C:7]2[CH:12]=[C:11]([O:13][CH3:14])[CH:10]=[CH:9][C:8]=2[C:15]2[CH:20]=[CH:19][N:18]=[C:17]3[C:21]([C:25]([NH:27][CH:28]4[CH2:33][CH2:32][NH:31][CH2:30][CH2:29]4)=[O:26])=[C:22]([CH3:24])[NH:23][C:16]=23)[CH2:4][CH2:3]1.C([O:37][CH2:38][C:39](Cl)=[O:40])(=O)C.